From a dataset of Forward reaction prediction with 1.9M reactions from USPTO patents (1976-2016). Predict the product of the given reaction. (1) Given the reactants [NH2:1][C:2]1[C:3]([CH3:8])=[CH:4][CH:5]=[CH:6][CH:7]=1.O=[S:10](Cl)Cl.S(=NS(C)(=O)=O)=O.N1C=CC=CC=1, predict the reaction product. The product is: [N:1]1[S:10][CH:8]=[C:3]2[CH:4]=[CH:5][CH:6]=[CH:7][C:2]=12. (2) Given the reactants [CH3:1][O:2][C:3](=[O:25])[CH2:4][CH2:5][NH:6][C:7](=[O:24])[C:8]1[CH:13]=[CH:12][C:11]([O:14][CH2:15][C:16]2[CH:21]=[CH:20][C:19](Br)=[CH:18][C:17]=2[CH3:23])=[CH:10][CH:9]=1.[C:26]1(B(O)O)[CH:31]=[CH:30][CH:29]=[CH:28][CH:27]=1.C([O-])([O-])=O.[Na+].[Na+], predict the reaction product. The product is: [CH3:1][O:2][C:3](=[O:25])[CH2:4][CH2:5][NH:6][C:7](=[O:24])[C:8]1[CH:13]=[CH:12][C:11]([O:14][CH2:15][C:16]2[CH:21]=[CH:20][C:19]([C:26]3[CH:31]=[CH:30][CH:29]=[CH:28][CH:27]=3)=[CH:18][C:17]=2[CH3:23])=[CH:10][CH:9]=1. (3) Given the reactants [N:1]([CH:4]1[CH2:9][CH2:8][C:7]2([C:13]3[CH:14]=[CH:15][CH:16]=[CH:17][C:12]=3[C:11](=[O:18])[O:10]2)[CH2:6][CH2:5]1)=[N+]=[N-], predict the reaction product. The product is: [NH2:1][CH:4]1[CH2:5][CH2:6][C:7]2([C:13]3[CH:14]=[CH:15][CH:16]=[CH:17][C:12]=3[C:11](=[O:18])[O:10]2)[CH2:8][CH2:9]1. (4) The product is: [Cl:10][C:4]1[C:3]([C:2]([F:12])([F:11])[F:1])=[CH:8][N:7]=[C:6]([NH:21][C:18]2[CH:19]=[CH:20][C:15]([N:14]([CH3:22])[CH3:13])=[CH:16][CH:17]=2)[N:5]=1. Given the reactants [F:1][C:2]([F:12])([F:11])[C:3]1[C:4]([Cl:10])=[N:5][C:6](Cl)=[N:7][CH:8]=1.[CH3:13][N:14]([CH3:22])[C:15]1[CH:20]=[CH:19][C:18]([NH2:21])=[CH:17][CH:16]=1.C(N(CC)CC)C, predict the reaction product. (5) Given the reactants N#N.[N:3]([C@H:6]1[C@H:10](OS(C2C=CC(C)=CC=2)(=O)=O)[CH2:9][N:8]([C:22]([O:24][C:25]([CH3:28])([CH3:27])[CH3:26])=[O:23])[CH2:7]1)=[N+:4]=[N-:5].C1COCC1.[F-:34].C([N+](CCCC)(CCCC)CCCC)CCC, predict the reaction product. The product is: [N:3]([C@H:6]1[C@@H:10]([F:34])[CH2:9][N:8]([C:22]([O:24][C:25]([CH3:28])([CH3:27])[CH3:26])=[O:23])[CH2:7]1)=[N+:4]=[N-:5]. (6) Given the reactants Cl.Cl.[CH3:3][N:4]1[CH2:9][CH2:8][N:7]([C:10]([CH:12]2[CH2:17][CH2:16][NH:15][CH2:14][CH2:13]2)=[O:11])[CH2:6][CH2:5]1.CCN(C(C)C)C(C)C.[Br:27][C:28]1[C:33]([N+:34]([O-:36])=[O:35])=[C:32](Br)[C:31]([F:38])=[CH:30][N:29]=1, predict the reaction product. The product is: [Br:27][C:28]1[C:33]([N+:34]([O-:36])=[O:35])=[C:32]([N:15]2[CH2:16][CH2:17][CH:12]([C:10]([N:7]3[CH2:6][CH2:5][N:4]([CH3:3])[CH2:9][CH2:8]3)=[O:11])[CH2:13][CH2:14]2)[C:31]([F:38])=[CH:30][N:29]=1. (7) Given the reactants O.[NH2:2][NH2:3].[F:4][C:5]1[CH:10]=[CH:9][C:8]([S:11][CH:12]([C:20](=O)[CH3:21])[C:13](=O)[C:14]([O:16][CH2:17][CH3:18])=[O:15])=[CH:7][CH:6]=1, predict the reaction product. The product is: [F:4][C:5]1[CH:10]=[CH:9][C:8]([S:11][C:12]2[C:20]([CH3:21])=[N:2][NH:3][C:13]=2[C:14]([O:16][CH2:17][CH3:18])=[O:15])=[CH:7][CH:6]=1. (8) Given the reactants Cl.[NH2:2][C@@H:3]([CH2:8][CH2:9][CH2:10][NH:11][C:12]([O:14][C:15]([CH3:18])([CH3:17])[CH3:16])=[O:13])[C:4]([O:6][CH3:7])=[O:5].[Cl:19][C:20]1[CH:21]=[C:22]([CH:26]([C:35]2[CH:40]=[CH:39][CH:38]=[C:37]([Cl:41])[CH:36]=2)[C:27]2[S:31][C:30]([C:32](O)=[O:33])=[CH:29][CH:28]=2)[CH:23]=[CH:24][CH:25]=1.C(N(C(C)C)CC)(C)C.CN(C(ON1N=NC2C=CC=CC1=2)=[N+](C)C)C.F[P-](F)(F)(F)(F)F, predict the reaction product. The product is: [Cl:19][C:20]1[CH:21]=[C:22]([CH:26]([C:35]2[CH:40]=[CH:39][CH:38]=[C:37]([Cl:41])[CH:36]=2)[C:27]2[S:31][C:30]([C:32]([NH:2][C@@H:3]([CH2:8][CH2:9][CH2:10][NH:11][C:12]([O:14][C:15]([CH3:18])([CH3:17])[CH3:16])=[O:13])[C:4]([O:6][CH3:7])=[O:5])=[O:33])=[CH:29][CH:28]=2)[CH:23]=[CH:24][CH:25]=1. (9) Given the reactants [C:1]([N:4]1[C:13]2[C:8](=[CH:9][C:10]([C:14]3[CH:22]=[CH:21][C:17]([C:18](O)=[O:19])=[CH:16][CH:15]=3)=[CH:11][CH:12]=2)[C@H:7]([NH:23][C:24]2[CH:29]=[CH:28][CH:27]=[CH:26][CH:25]=2)[CH2:6][C@@H:5]1[CH3:30])(=[O:3])[CH3:2].CN(C(ON1N=NC2C=CC=NC1=2)=[N+](C)C)C.F[P-](F)(F)(F)(F)F.CCN(C(C)C)C(C)C.[CH3:64][N:65]([CH3:69])[CH2:66][CH2:67][NH2:68], predict the reaction product. The product is: [C:1]([N:4]1[C:13]2[C:8](=[CH:9][C:10]([C:14]3[CH:22]=[CH:21][C:17]([C:18]([NH:68][CH2:67][CH2:66][N:65]([CH3:69])[CH3:64])=[O:19])=[CH:16][CH:15]=3)=[CH:11][CH:12]=2)[C@H:7]([NH:23][C:24]2[CH:25]=[CH:26][CH:27]=[CH:28][CH:29]=2)[CH2:6][C@@H:5]1[CH3:30])(=[O:3])[CH3:2]. (10) The product is: [CH3:1][C:2]1[C:7]([C:8]([OH:10])=[O:9])=[CH:6][N:5]=[C:4]([N:12]2[CH2:13][CH2:14][O:15][CH2:16][CH2:17]2)[N:3]=1. Given the reactants [CH3:1][C:2]1[C:7]([C:8]([O:10]C)=[O:9])=[CH:6][N:5]=[C:4]([N:12]2[CH2:17][CH2:16][O:15][CH2:14][CH2:13]2)[N:3]=1.C(C1C(C(O)=O)=CN=C(N2CCOCC2)N=1)(C)(C)C, predict the reaction product.